The task is: Predict the reaction yield, written as a fraction of the theoretical maximum amount of product (1.0 means a 100% yield; for example, 0.34 means a 34% yield).. This data is from Reaction yield outcomes from USPTO patents with 853,638 reactions. The reactants are [H-].[Na+].[OH:3][CH2:4][C@@H:5]1[CH2:7][C@@H:6]1[CH:8]1[CH2:13][CH2:12][N:11]([C:14]([O:16][C:17]([CH3:20])([CH3:19])[CH3:18])=[O:15])[CH2:10][CH2:9]1.[Br:21][C:22]1[CH:27]=[CH:26][C:25]([CH2:28]Br)=[CH:24][C:23]=1[F:30]. The catalyst is CN(C=O)C. The product is [Br:21][C:22]1[CH:27]=[CH:26][C:25]([CH2:28][O:3][CH2:4][C@@H:5]2[CH2:7][C@@H:6]2[CH:8]2[CH2:9][CH2:10][N:11]([C:14]([O:16][C:17]([CH3:20])([CH3:19])[CH3:18])=[O:15])[CH2:12][CH2:13]2)=[CH:24][C:23]=1[F:30]. The yield is 0.910.